This data is from Forward reaction prediction with 1.9M reactions from USPTO patents (1976-2016). The task is: Predict the product of the given reaction. (1) Given the reactants [CH3:1][C:2]1[CH:7]=[CH:6][CH:5]=[C:4]([CH3:8])[C:3]=1[C:9]1[C:14]2[CH2:15][CH:16]([CH2:18][NH2:19])[O:17][C:13]=2[CH:12]=[CH:11][CH:10]=1.C(N(C(C)C)CC)(C)C.Cl[C:30]([O:32][CH2:33][C:34]1[CH:39]=[CH:38][CH:37]=[CH:36][CH:35]=1)=[O:31], predict the reaction product. The product is: [CH3:1][C:2]1[CH:7]=[CH:6][CH:5]=[C:4]([CH3:8])[C:3]=1[C:9]1[C:14]2[CH2:15][CH:16]([CH2:18][NH:19][C:30](=[O:31])[O:32][CH2:33][C:34]3[CH:39]=[CH:38][CH:37]=[CH:36][CH:35]=3)[O:17][C:13]=2[CH:12]=[CH:11][CH:10]=1. (2) Given the reactants [NH2:1][C:2]1[C:3]2[S:10][CH:9]=[C:8]([C:11]([NH:13][C:14]3[C:19]([Cl:20])=[C:18]([O:21][CH3:22])[CH:17]=[C:16]([O:23][CH3:24])[C:15]=3[Cl:25])=[O:12])[C:4]=2[N:5]=[CH:6][N:7]=1.Br[C:27]1[CH:35]=[C:34]2[C:30]([C:31]([C:43]([O:45][CH2:46][CH3:47])=[O:44])=[N:32][N:33]2C(OC(C)(C)C)=O)=[CH:29][CH:28]=1.CC1(C)C2C(=C(P(C3C=CC=CC=3)C3C=CC=CC=3)C=CC=2)OC2C(P(C3C=CC=CC=3)C3C=CC=CC=3)=CC=CC1=2.C([O-])([O-])=O.[Cs+].[Cs+], predict the reaction product. The product is: [Cl:25][C:15]1[C:16]([O:23][CH3:24])=[CH:17][C:18]([O:21][CH3:22])=[C:19]([Cl:20])[C:14]=1[NH:13][C:11]([C:8]1[C:4]2[N:5]=[CH:6][N:7]=[C:2]([NH:1][C:27]3[CH:35]=[C:34]4[C:30]([C:31]([C:43]([O:45][CH2:46][CH3:47])=[O:44])=[N:32][NH:33]4)=[CH:29][CH:28]=3)[C:3]=2[S:10][CH:9]=1)=[O:12]. (3) Given the reactants [CH3:1][C@H:2]1[CH2:7][NH:6][CH2:5][CH2:4][N:3]1C(OC(C)(C)C)=O.CCN(C(C)C)C(C)C.[F:24][C:25]([F:38])([F:37])[O:26][C:27]1[CH:32]=[CH:31][C:30]([S:33](Cl)(=[O:35])=[O:34])=[CH:29][CH:28]=1, predict the reaction product. The product is: [CH3:1][C@@H:2]1[NH:3][CH2:4][CH2:5][N:6]([S:33]([C:30]2[CH:29]=[CH:28][C:27]([O:26][C:25]([F:24])([F:37])[F:38])=[CH:32][CH:31]=2)(=[O:35])=[O:34])[CH2:7]1. (4) Given the reactants [C:1]([O:5][C:6](=[O:27])[C:7]([S:10][C:11]1[S:12][CH:13]=[C:14]([CH2:16][CH2:17][NH:18][C:19]2[N:24]=[CH:23][C:22]([CH2:25][CH3:26])=[CH:21][N:20]=2)[N:15]=1)([CH3:9])[CH3:8])([CH3:4])([CH3:3])[CH3:2].[CH2:28](I)[CH2:29][CH2:30][CH2:31][CH2:32][CH2:33][CH3:34].CC(C)([O-])C.[K+].O, predict the reaction product. The product is: [C:1]([O:5][C:6](=[O:27])[C:7]([S:10][C:11]1[S:12][CH:13]=[C:14]([CH2:16][CH2:17][N:18]([C:19]2[N:20]=[CH:21][C:22]([CH2:25][CH3:26])=[CH:23][N:24]=2)[CH2:28][CH2:29][CH2:30][CH2:31][CH2:32][CH2:33][CH3:34])[N:15]=1)([CH3:9])[CH3:8])([CH3:2])([CH3:3])[CH3:4]. (5) Given the reactants [Cl:1][C:2]1[CH:7]=[CH:6][N:5]=[C:4](C(O)=O)[CH:3]=1.CC[N:13]([CH2:16]C)CC.C1(P(N=[N+]=[N-])(C2C=CC=CC=2)=[O:25])C=CC=CC=1.[CH3:35][O:36][C:37]1[CH:38]=[C:39]([C@@:45]23[CH2:53][CH2:52][C@@H:51]([NH2:54])[CH2:50][C@@H:49]2[N:48]([CH3:55])[CH2:47][CH2:46]3)[CH:40]=[CH:41][C:42]=1[O:43][CH3:44], predict the reaction product. The product is: [Cl:1][C:2]1[CH:7]=[CH:6][N:5]=[C:4]([NH:13][C:16]([NH:54][C@H:51]2[CH2:50][C@H:49]3[C@:45]([C:39]4[CH:40]=[CH:41][C:42]([O:43][CH3:44])=[C:37]([O:36][CH3:35])[CH:38]=4)([CH2:46][CH2:47][N:48]3[CH3:55])[CH2:53][CH2:52]2)=[O:25])[CH:3]=1. (6) Given the reactants [C:1]([C:3]1[C:4]([C:17]2[CH:22]=[CH:21][C:20]([Cl:23])=[C:19]([Cl:24])[CH:18]=2)=[C:5]([C:14]([OH:16])=O)[S:6][C:7]=1[N:8]1[CH2:13][CH2:12][O:11][CH2:10][CH2:9]1)#[N:2].CN(C(ON1N=NC2C=CC=CC1=2)=[N+](C)C)C.F[P-](F)(F)(F)(F)F.CN1CCOCC1.[CH3:56][N:57]1[C:61]([NH2:62])=[CH:60][C:59]([CH3:63])=[N:58]1, predict the reaction product. The product is: [C:1]([C:3]1[C:4]([C:17]2[CH:22]=[CH:21][C:20]([Cl:23])=[C:19]([Cl:24])[CH:18]=2)=[C:5]([C:14]([NH:62][C:61]2[N:57]([CH3:56])[N:58]=[C:59]([CH3:63])[CH:60]=2)=[O:16])[S:6][C:7]=1[N:8]1[CH2:13][CH2:12][O:11][CH2:10][CH2:9]1)#[N:2].